This data is from NCI-60 drug combinations with 297,098 pairs across 59 cell lines. The task is: Regression. Given two drug SMILES strings and cell line genomic features, predict the synergy score measuring deviation from expected non-interaction effect. (1) Drug 1: CN(CC1=CN=C2C(=N1)C(=NC(=N2)N)N)C3=CC=C(C=C3)C(=O)NC(CCC(=O)O)C(=O)O. Drug 2: CC1C(C(CC(O1)OC2CC(CC3=C2C(=C4C(=C3O)C(=O)C5=C(C4=O)C(=CC=C5)OC)O)(C(=O)CO)O)N)O.Cl. Cell line: SK-MEL-5. Synergy scores: CSS=49.2, Synergy_ZIP=-5.16, Synergy_Bliss=-8.95, Synergy_Loewe=-18.4, Synergy_HSA=-6.85. (2) Drug 1: CNC(=O)C1=NC=CC(=C1)OC2=CC=C(C=C2)NC(=O)NC3=CC(=C(C=C3)Cl)C(F)(F)F. Drug 2: C1CCC(C(C1)N)N.C(=O)(C(=O)[O-])[O-].[Pt+4]. Cell line: HS 578T. Synergy scores: CSS=11.5, Synergy_ZIP=-5.00, Synergy_Bliss=-6.83, Synergy_Loewe=-3.11, Synergy_HSA=-3.74. (3) Drug 1: CC1=CC2C(CCC3(C2CCC3(C(=O)C)OC(=O)C)C)C4(C1=CC(=O)CC4)C. Drug 2: CC(C)NC(=O)C1=CC=C(C=C1)CNNC.Cl. Cell line: HS 578T. Synergy scores: CSS=-7.11, Synergy_ZIP=3.94, Synergy_Bliss=4.47, Synergy_Loewe=-2.48, Synergy_HSA=-1.63. (4) Drug 1: C(CN)CNCCSP(=O)(O)O. Drug 2: CC1C(C(CC(O1)OC2CC(CC3=C2C(=C4C(=C3O)C(=O)C5=CC=CC=C5C4=O)O)(C(=O)C)O)N)O. Cell line: HOP-62. Synergy scores: CSS=45.8, Synergy_ZIP=3.54, Synergy_Bliss=3.02, Synergy_Loewe=-53.8, Synergy_HSA=3.63. (5) Synergy scores: CSS=30.5, Synergy_ZIP=-8.07, Synergy_Bliss=-0.914, Synergy_Loewe=-49.7, Synergy_HSA=-1.92. Drug 2: C1CN(P(=O)(OC1)NCCCl)CCCl. Cell line: OVCAR3. Drug 1: CC1OCC2C(O1)C(C(C(O2)OC3C4COC(=O)C4C(C5=CC6=C(C=C35)OCO6)C7=CC(=C(C(=C7)OC)O)OC)O)O. (6) Drug 1: CC1=C2C(C(=O)C3(C(CC4C(C3C(C(C2(C)C)(CC1OC(=O)C(C(C5=CC=CC=C5)NC(=O)OC(C)(C)C)O)O)OC(=O)C6=CC=CC=C6)(CO4)OC(=O)C)OC)C)OC. Drug 2: C1CN(P(=O)(OC1)NCCCl)CCCl. Cell line: HOP-62. Synergy scores: CSS=19.6, Synergy_ZIP=-0.828, Synergy_Bliss=-4.79, Synergy_Loewe=-31.7, Synergy_HSA=-4.23. (7) Drug 1: COC1=C(C=C2C(=C1)N=CN=C2NC3=CC(=C(C=C3)F)Cl)OCCCN4CCOCC4. Drug 2: CC1C(C(CC(O1)OC2CC(OC(C2O)C)OC3=CC4=CC5=C(C(=O)C(C(C5)C(C(=O)C(C(C)O)O)OC)OC6CC(C(C(O6)C)O)OC7CC(C(C(O7)C)O)OC8CC(C(C(O8)C)O)(C)O)C(=C4C(=C3C)O)O)O)O. Cell line: NCI-H226. Synergy scores: CSS=31.5, Synergy_ZIP=8.24, Synergy_Bliss=9.07, Synergy_Loewe=7.41, Synergy_HSA=7.68.